This data is from Full USPTO retrosynthesis dataset with 1.9M reactions from patents (1976-2016). The task is: Predict the reactants needed to synthesize the given product. Given the product [Si:9]([O:16][CH2:17][CH:18]([C:20]1[N:28]([CH2:29][C@H:30]2[CH2:31][CH2:32][C@H:33]([CH3:36])[CH2:34][CH2:35]2)[C:27]2[C:22](=[N:23][C:24]([C:44](=[NH:45])[NH:2][OH:3])=[N:25][C:26]=2[NH:37][C@@H:38]([CH:40]2[CH2:41][CH2:42][CH2:43]2)[CH3:39])[N:21]=1)[OH:19])([C:12]([CH3:15])([CH3:14])[CH3:13])([CH3:10])[CH3:11], predict the reactants needed to synthesize it. The reactants are: Cl.[NH2:2][OH:3].C(=O)(O)[O-].[Na+].[Si:9]([O:16][CH2:17][CH:18]([C:20]1[N:28]([CH2:29][C@H:30]2[CH2:35][CH2:34][C@H:33]([CH3:36])[CH2:32][CH2:31]2)[C:27]2[C:22](=[N:23][C:24]([C:44]#[N:45])=[N:25][C:26]=2[NH:37][C@@H:38]([CH:40]2[CH2:43][CH2:42][CH2:41]2)[CH3:39])[N:21]=1)[OH:19])([C:12]([CH3:15])([CH3:14])[CH3:13])([CH3:11])[CH3:10].